From a dataset of NCI-60 drug combinations with 297,098 pairs across 59 cell lines. Regression. Given two drug SMILES strings and cell line genomic features, predict the synergy score measuring deviation from expected non-interaction effect. Drug 1: C1CC(=O)NC(=O)C1N2CC3=C(C2=O)C=CC=C3N. Cell line: NCI-H226. Drug 2: CS(=O)(=O)OCCCCOS(=O)(=O)C. Synergy scores: CSS=6.88, Synergy_ZIP=1.43, Synergy_Bliss=2.59, Synergy_Loewe=-0.605, Synergy_HSA=1.41.